Dataset: Full USPTO retrosynthesis dataset with 1.9M reactions from patents (1976-2016). Task: Predict the reactants needed to synthesize the given product. (1) Given the product [N+:20]([C:17]1[CH:18]=[CH:19][C:12]2[S:3][C:24]([C:25](=[O:27])[CH3:26])=[CH:14][C:13]=2[CH:16]=1)([O-:22])=[O:21], predict the reactants needed to synthesize it. The reactants are: [S].O.[SH-:3].[Na+].C(=O)([O-])[O-].[Na+].[Na+].F[C:12]1[CH:19]=[CH:18][C:17]([N+:20]([O-:22])=[O:21])=[CH:16][C:13]=1[CH:14]=O.Cl[CH2:24][C:25](=[O:27])[CH3:26]. (2) Given the product [C:1]1([C:7]2[C:15]3[CH:14]=[C:13]([C:16]([OH:18])=[O:17])[S:12][C:11]=3[CH:10]=[CH:9][CH:8]=2)[CH:2]=[CH:3][CH:4]=[CH:5][CH:6]=1, predict the reactants needed to synthesize it. The reactants are: [C:1]1([C:7]2[C:15]3[CH:14]=[C:13]([C:16]([O-:18])=[O:17])[S:12][C:11]=3[CH:10]=[CH:9][CH:8]=2)[CH:6]=[CH:5][CH:4]=[CH:3][CH:2]=1.O.[OH-].[Li+].O. (3) Given the product [NH2:16][C:8]1[CH:9]=[C:10]([C:12]([O:14][CH3:15])=[O:13])[CH:11]=[C:2]([CH3:1])[C:3]=1[C:4]([O:6][CH3:7])=[O:5], predict the reactants needed to synthesize it. The reactants are: [CH3:1][C:2]1[CH:11]=[C:10]([C:12]([O:14][CH3:15])=[O:13])[CH:9]=[C:8]([N+:16]([O-])=O)[C:3]=1[C:4]([O:6][CH3:7])=[O:5]. (4) The reactants are: [Cl:1][C:2]1[N:7]([CH3:8])[C:6](=[O:9])[C:5]([C:10]2[CH:15]=[CH:14][CH:13]=[C:12]([CH3:16])[CH:11]=2)=[C:4]([C:17]2[CH:22]=[CH:21][N:20]=[CH:19][CH:18]=2)[N:3]=1.[C:23]1([CH:29]([NH2:35])[C:30]([CH3:34])([CH3:33])[CH2:31][NH2:32])[CH:28]=[CH:27][CH:26]=[CH:25][CH:24]=1. Given the product [ClH:1].[NH2:35][CH:29]([C:23]1[CH:24]=[CH:25][CH:26]=[CH:27][CH:28]=1)[C:30]([CH3:34])([CH3:33])[CH2:31][NH:32][C:2]1[N:7]([CH3:8])[C:6](=[O:9])[C:5]([C:10]2[CH:15]=[CH:14][CH:13]=[C:12]([CH3:16])[CH:11]=2)=[C:4]([C:17]2[CH:22]=[CH:21][N:20]=[CH:19][CH:18]=2)[N:3]=1, predict the reactants needed to synthesize it. (5) The reactants are: [N:1]([CH:4]1[CH2:10][CH2:9][N:8]([C:11]2[N:15]([CH3:16])[N:14]=[CH:13][C:12]=2[N+:17]([O-:19])=[O:18])[CH2:7][CH2:6][CH:5]1[OH:20])=[N+:2]=[N-:3].N(C1C(O)CCN(C(OC(C)(C)C)=O)CC1)=[N+]=[N-].ClC1N(C[CH:46]([F:48])[F:47])N=CC=1[N+]([O-])=O. Given the product [N:1]([CH:4]1[CH2:10][CH2:9][N:8]([C:11]2[N:15]([CH2:16][CH:46]([F:48])[F:47])[N:14]=[CH:13][C:12]=2[N+:17]([O-:19])=[O:18])[CH2:7][CH2:6][CH:5]1[OH:20])=[N+:2]=[N-:3], predict the reactants needed to synthesize it.